This data is from Full USPTO retrosynthesis dataset with 1.9M reactions from patents (1976-2016). The task is: Predict the reactants needed to synthesize the given product. Given the product [CH3:21][CH:22]([C:26]([NH:28][CH2:29][C:30]1[CH:35]=[C:34]([F:36])[CH:33]=[C:32]([F:37])[C:31]=1[F:38])=[O:27])[C:23]([NH:1][CH:2]1[C:3](=[O:20])[N:4]([CH3:19])[C:5]2[CH:18]=[CH:17][CH:16]=[CH:15][C:6]=2[C:7]([C:9]2[CH:14]=[CH:13][CH:12]=[CH:11][CH:10]=2)=[N:8]1)=[O:24], predict the reactants needed to synthesize it. The reactants are: [NH2:1][CH:2]1[N:8]=[C:7]([C:9]2[CH:14]=[CH:13][CH:12]=[CH:11][CH:10]=2)[C:6]2[CH:15]=[CH:16][CH:17]=[CH:18][C:5]=2[N:4]([CH3:19])[C:3]1=[O:20].[CH3:21][CH:22]([C:26]([NH:28][CH2:29][C:30]1[CH:35]=[C:34]([F:36])[CH:33]=[C:32]([F:37])[C:31]=1[F:38])=[O:27])[C:23](O)=[O:24].